This data is from Catalyst prediction with 721,799 reactions and 888 catalyst types from USPTO. The task is: Predict which catalyst facilitates the given reaction. Reactant: [CH3:1][C:2]([O:5][C:6](=[O:23])[NH:7][C:8](=[N:15][C:16](=[O:22])[O:17][C:18]([CH3:21])([CH3:20])[CH3:19])[N:9]1[CH2:14][CH2:13][NH:12][CH2:11][CH2:10]1)([CH3:4])[CH3:3].Cl[C:25](Cl)([O:27]C(=O)OC(Cl)(Cl)Cl)Cl.C(N(CC)C(C)C)(C)C.[CH3:45][S:46]([N:49]1[CH2:54][CH2:53][N:52]([C@@H:55]2[CH2:59][NH:58][C@H:57]([C:60]([NH:62][C:63]3[CH:75]=[CH:74][C:66]([C:67]([O:69][C:70]([CH3:73])([CH3:72])[CH3:71])=[O:68])=[CH:65][CH:64]=3)=[O:61])[CH2:56]2)[CH2:51][CH2:50]1)(=[O:48])=[O:47]. The catalyst class is: 1. Product: [CH3:19][C:18]([O:17][C:16]([NH:15][C:8]([N:9]1[CH2:10][CH2:11][N:12]([C:25]([N:58]2[CH2:59][C@@H:55]([N:52]3[CH2:53][CH2:54][N:49]([S:46]([CH3:45])(=[O:48])=[O:47])[CH2:50][CH2:51]3)[CH2:56][C@H:57]2[C:60]([NH:62][C:63]2[CH:75]=[CH:74][C:66]([C:67]([O:69][C:70]([CH3:72])([CH3:71])[CH3:73])=[O:68])=[CH:65][CH:64]=2)=[O:61])=[O:27])[CH2:13][CH2:14]1)=[N:7][C:6]([O:5][C:2]([CH3:1])([CH3:3])[CH3:4])=[O:23])=[O:22])([CH3:21])[CH3:20].